The task is: Predict the product of the given reaction.. This data is from Forward reaction prediction with 1.9M reactions from USPTO patents (1976-2016). (1) Given the reactants [CH3:1][C:2]1([CH3:19])[O:7][C:6]2[CH:8]=[CH:9][C:10]([N+:12]([O-])=O)=[CH:11][C:5]=2[N:4]([C:15](=[O:18])[CH:16]=[CH2:17])[CH2:3]1.[Sn](Cl)Cl, predict the reaction product. The product is: [NH2:12][C:10]1[CH:9]=[CH:8][C:6]2[O:7][C:2]([CH3:1])([CH3:19])[CH2:3][N:4]([C:15](=[O:18])[CH:16]=[CH2:17])[C:5]=2[CH:11]=1. (2) Given the reactants [N+:1]([C:4]1[CH:5]=[C:6]([NH:10][C:11]2[C:20]3[C:15](=[C:16]([C:21]4[CH:26]=[CH:25][CH:24]=[CH:23][CH:22]=4)[CH:17]=[CH:18][CH:19]=3)[CH:14]=[CH:13][N:12]=2)[CH:7]=[CH:8][CH:9]=1)([O-])=O.[H][H], predict the reaction product. The product is: [NH2:1][C:4]1[CH:5]=[C:6]([NH:10][C:11]2[C:20]3[C:15](=[C:16]([C:21]4[CH:22]=[CH:23][CH:24]=[CH:25][CH:26]=4)[CH:17]=[CH:18][CH:19]=3)[CH:14]=[CH:13][N:12]=2)[CH:7]=[CH:8][CH:9]=1. (3) The product is: [CH3:14][O:12][C:11]([CH:4]1[CH:5]([C:8]([OH:10])=[O:9])[CH:6]2[O:7][CH:3]1[CH2:2][CH2:1]2)=[O:13]. Given the reactants [CH2:1]1[CH:6]2[O:7][CH:3]([CH:4]([C:11]([OH:13])=[O:12])[CH:5]2[C:8]([OH:10])=[O:9])[CH2:2]1.[CH3:14]O, predict the reaction product.